The task is: Predict the product of the given reaction.. This data is from Forward reaction prediction with 1.9M reactions from USPTO patents (1976-2016). (1) Given the reactants C(OC([NH:8][C@@H:9]([C:46]([CH3:49])([CH3:48])[CH3:47])[C:10]([N:12]1[C@H:21]([C:22]([N:24]([CH2:35][C:36]2[CH:45]=[CH:44][C:39]([C:40]([O:42][CH3:43])=[O:41])=[CH:38][CH:37]=2)[C@@H:25]([C:27]2[CH:32]=[CH:31][CH:30]=[C:29]([O:33][CH3:34])[CH:28]=2)[CH3:26])=[O:23])[CH2:20][C:19]2[C:14](=[CH:15][CH:16]=[CH:17][CH:18]=2)[CH2:13]1)=[O:11])=O)(C)(C)C.[C:50]([OH:56])([C:52]([F:55])([F:54])[F:53])=[O:51], predict the reaction product. The product is: [NH2:8][C@@H:9]([C:46]([CH3:47])([CH3:49])[CH3:48])[C:10]([N:12]1[C@H:21]([C:22]([N:24]([CH2:35][C:36]2[CH:37]=[CH:38][C:39]([C:40]([O:42][CH3:43])=[O:41])=[CH:44][CH:45]=2)[C@@H:25]([C:27]2[CH:32]=[CH:31][CH:30]=[C:29]([O:33][CH3:34])[CH:28]=2)[CH3:26])=[O:23])[CH2:20][C:19]2[C:14](=[CH:15][CH:16]=[CH:17][CH:18]=2)[CH2:13]1)=[O:11].[C:50]([OH:56])([C:52]([F:55])([F:54])[F:53])=[O:51]. (2) Given the reactants [Cl:1][C:2]1[C:11]2[C:6](=[CH:7][C:8]([O:13][CH3:14])=[C:9]([OH:12])[CH:10]=2)[N:5]=[CH:4][CH:3]=1.[CH2:15](Br)[C:16]1[CH:21]=[CH:20][CH:19]=[CH:18][CH:17]=1.C(=O)([O-])[O-].[K+].[K+], predict the reaction product. The product is: [CH2:15]([O:12][C:9]1[CH:10]=[C:11]2[C:6](=[CH:7][C:8]=1[O:13][CH3:14])[N:5]=[CH:4][CH:3]=[C:2]2[Cl:1])[C:16]1[CH:21]=[CH:20][CH:19]=[CH:18][CH:17]=1. (3) Given the reactants [F:1][C:2]([F:25])([F:24])[C:3]1[CH:8]=[CH:7][CH:6]=[CH:5][C:4]=1[CH2:9][NH:10][CH:11]1[CH2:16][CH2:15][N:14]([C:17]([O:19][C:20]([CH3:23])([CH3:22])[CH3:21])=[O:18])[CH2:13][CH2:12]1.C(O)(=O)C.[C:30]1(=O)[CH2:34][CH2:33][CH2:32][CH2:31]1.[Na], predict the reaction product. The product is: [F:25][C:2]([F:24])([F:1])[C:3]1[CH:8]=[CH:7][CH:6]=[CH:5][C:4]=1[CH2:9][N:10]([CH:30]1[CH2:34][CH2:33][CH2:32][CH2:31]1)[CH:11]1[CH2:12][CH2:13][N:14]([C:17]([O:19][C:20]([CH3:22])([CH3:21])[CH3:23])=[O:18])[CH2:15][CH2:16]1. (4) Given the reactants [NH2:1][C:2]1[C:7]([C:8]#[C:9][Si](C)(C)C)=[CH:6][CH:5]=[CH:4][N:3]=1.O1CCCC1.[F-].C([N+](CCCC)(CCCC)CCCC)CCC, predict the reaction product. The product is: [NH2:1][C:2]1[C:7]([C:8]#[CH:9])=[CH:6][CH:5]=[CH:4][N:3]=1. (5) Given the reactants [NH2:1][C:2]1[N:7]=[C:6]([C:8]2[CH:13]=[CH:12][C:11]([CH3:14])=[CH:10][CH:9]=2)[C:5]([C:15]2[CH:22]=[CH:21][C:18]([C:19]#[N:20])=[CH:17][CH:16]=2)=[CH:4][C:3]=1[Br:23].COC(OC)[N:27]([CH3:29])C.Cl.N[OH:34], predict the reaction product. The product is: [Br:23][C:3]1[C:2]([NH:1][CH:29]=[N:27][OH:34])=[N:7][C:6]([C:8]2[CH:13]=[CH:12][C:11]([CH3:14])=[CH:10][CH:9]=2)=[C:5]([C:15]2[CH:22]=[CH:21][C:18]([C:19]#[N:20])=[CH:17][CH:16]=2)[CH:4]=1.